From a dataset of Forward reaction prediction with 1.9M reactions from USPTO patents (1976-2016). Predict the product of the given reaction. Given the reactants [CH3:1][S:2]([OH:4])=[O:3].[Na].Br[C:7]1[CH:12]=[CH:11][C:10]([OH:13])=[C:9]([F:14])[CH:8]=1.CNCCNC, predict the reaction product. The product is: [F:14][C:9]1[CH:8]=[C:7]([S:2]([CH3:1])(=[O:4])=[O:3])[CH:12]=[CH:11][C:10]=1[OH:13].